Task: Predict the reaction yield, written as a fraction of the theoretical maximum amount of product (1.0 means a 100% yield; for example, 0.34 means a 34% yield).. Dataset: Reaction yield outcomes from USPTO patents with 853,638 reactions (1) No catalyst specified. The reactants are Br[C:2]1[CH:7]=[CH:6][C:5]([OH:8])=[CH:4][CH:3]=1.[CH3:9][NH:10][C:11]1[CH:16]=[CH:15][C:14]([N:17]2[CH2:22][CH2:21][O:20][CH2:19][CH2:18]2)=[CH:13][CH:12]=1. The yield is 0.340. The product is [CH3:9][N:10]([C:11]1[CH:12]=[CH:13][C:14]([N:17]2[CH2:22][CH2:21][O:20][CH2:19][CH2:18]2)=[CH:15][CH:16]=1)[C:2]1[CH:7]=[CH:6][C:5]([OH:8])=[CH:4][CH:3]=1. (2) The reactants are Cl.[NH:2]([C:4]1[CH:9]=[C:8]([C:10]#[N:11])[CH:7]=[CH:6][N:5]=1)[NH2:3].CN(C)/[CH:14]=[CH:15]/[C:16]([C:18]1[CH:23]=[CH:22][C:21]([CH3:24])=[CH:20][CH:19]=1)=O. The catalyst is COCCO. The product is [CH3:24][C:21]1[CH:22]=[CH:23][C:18]([C:16]2[N:2]([C:4]3[CH:9]=[C:8]([C:10]#[N:11])[CH:7]=[CH:6][N:5]=3)[N:3]=[CH:14][CH:15]=2)=[CH:19][CH:20]=1. The yield is 0.920. (3) The reactants are [Cl:1][C:2]1[CH:7]=[CH:6][C:5]([C@@:8]2([OH:25])[CH2:13][CH2:12][CH:11]([C:14](=[O:22])[C@@H:15]([NH:19][CH:20]=O)[CH:16]([CH3:18])[CH3:17])[CH2:10][C:9]2([CH3:24])[CH3:23])=[CH:4][CH:3]=1.O=P(Cl)(Cl)Cl. The catalyst is C(Cl)Cl. The product is [Cl:1][C:2]1[CH:3]=[CH:4][C:5]([C@@:8]2([OH:25])[CH2:13][CH2:12][CH:11]([C:14](=[O:22])[C@@H:15]([N+:19]#[C-:20])[CH:16]([CH3:18])[CH3:17])[CH2:10][C:9]2([CH3:23])[CH3:24])=[CH:6][CH:7]=1. The yield is 0.820.